This data is from Full USPTO retrosynthesis dataset with 1.9M reactions from patents (1976-2016). The task is: Predict the reactants needed to synthesize the given product. (1) Given the product [CH3:1][C:2]1[N:6]2[C:7]3[CH:26]=[CH:25][C:24]([C:37]4[N:38]=[CH:39][C:40]([NH2:43])=[N:41][CH:42]=4)=[CH:23][C:8]=3[N:9]([C:13]3[CH:14]=[CH:15][C:16]([S:19]([CH3:22])(=[O:20])=[O:21])=[CH:17][CH:18]=3)[CH2:10][C@@H:11]([CH3:12])[C:5]2=[N:4][N:3]=1, predict the reactants needed to synthesize it. The reactants are: [CH3:1][C:2]1[N:6]2[C:7]3[CH:26]=[CH:25][C:24](B4OC(C)(C)C(C)(C)O4)=[CH:23][C:8]=3[N:9]([C:13]3[CH:18]=[CH:17][C:16]([S:19]([CH3:22])(=[O:21])=[O:20])=[CH:15][CH:14]=3)[CH2:10][C@@H:11]([CH3:12])[C:5]2=[N:4][N:3]=1.Br[C:37]1[N:38]=[CH:39][C:40]([NH2:43])=[N:41][CH:42]=1.C([O-])([O-])=O.[Cs+].[Cs+]. (2) The reactants are: [F:1][C:2]1[CH:3]=[C:4]([CH:18]=[C:19]([F:21])[CH:20]=1)[O:5][C:6]1[CH:14]=[CH:13][CH:12]=[C:11]2[C:7]=1[CH:8]=[C:9]([C:15]([OH:17])=O)[NH:10]2.Cl.Cl.Cl.[N:25]1([CH2:32][CH2:33][N:34]2[CH2:39][CH2:38][CH:37]([NH2:40])[CH2:36][CH2:35]2)[CH2:31][CH2:30][CH2:29][CH2:28][CH2:27][CH2:26]1. Given the product [N:25]1([CH2:32][CH2:33][N:34]2[CH2:35][CH2:36][CH:37]([NH:40][C:15]([C:9]3[NH:10][C:11]4[C:7]([CH:8]=3)=[C:6]([O:5][C:4]3[CH:18]=[C:19]([F:21])[CH:20]=[C:2]([F:1])[CH:3]=3)[CH:14]=[CH:13][CH:12]=4)=[O:17])[CH2:38][CH2:39]2)[CH2:31][CH2:30][CH2:29][CH2:28][CH2:27][CH2:26]1, predict the reactants needed to synthesize it. (3) Given the product [CH3:11][O:10][C:1](=[O:9])[C:2]1[CH:8]=[CH:7][CH:6]=[CH:5][C:3]=1[S:4][CH3:12], predict the reactants needed to synthesize it. The reactants are: [C:1]([O:10][CH3:11])(=[O:9])[C:2]1[C:3](=[CH:5][CH:6]=[CH:7][CH:8]=1)[SH:4].[C:12]([O-])([O-])=O.[K+].[K+].CI. (4) Given the product [Cl:17][C:4]1[C:5]2[C:6](=[N:7][N:8]3[CH:13]=[CH:12][CH:11]=[CH:10][C:9]=23)[N:1]=[CH:2][N:3]=1, predict the reactants needed to synthesize it. The reactants are: [NH:1]1[C:6]2=[N:7][N:8]3[CH:13]=[CH:12][CH:11]=[CH:10][C:9]3=[C:5]2[C:4](=O)[N:3]=[CH:2]1.P(Cl)(Cl)([Cl:17])=O. (5) Given the product [Br:9][C:5]1[C:6]([CH3:8])=[CH:7][C:2]([N:1]2[CH2:15][CH2:14][O:13][C:11]2=[O:12])=[N:3][CH:4]=1, predict the reactants needed to synthesize it. The reactants are: [NH2:1][C:2]1[CH:7]=[C:6]([CH3:8])[C:5]([Br:9])=[CH:4][N:3]=1.Cl[C:11]([O:13][CH2:14][CH2:15]Cl)=[O:12].CCN(C(C)C)C(C)C.